From a dataset of Reaction yield outcomes from USPTO patents with 853,638 reactions. Predict the reaction yield, written as a fraction of the theoretical maximum amount of product (1.0 means a 100% yield; for example, 0.34 means a 34% yield). (1) The reactants are [Cl:1][C:2]1[N:7]=[CH:6][C:5]([S:8]([N:11]2[C:15]([C:16]3[CH:21]=[CH:20][CH:19]=[CH:18][CH:17]=3)=[CH:14][C:13]([CH:22]=O)=[CH:12]2)(=[O:10])=[O:9])=[CH:4][C:3]=1[CH3:24].[CH3:25][NH2:26].[BH4-].[Na+].[C:29](=[O:32])([O-])[OH:30].[Na+]. The catalyst is O1CCCC1.CO.O. The product is [C:3]([O:30][C:29](=[O:32])[N:26]([CH2:22][C:13]1[CH:14]=[C:15]([C:16]2[CH:21]=[CH:20][CH:19]=[CH:18][CH:17]=2)[N:11]([S:8]([C:5]2[CH:6]=[N:7][C:2]([Cl:1])=[C:3]([CH3:24])[CH:4]=2)(=[O:10])=[O:9])[CH:12]=1)[CH3:25])([CH3:24])([CH3:4])[CH3:2]. The yield is 0.770. (2) The reactants are [Br:1][C:2]1[CH:22]=[CH:21][C:5]2[N:6]([C:17]([CH3:20])([CH3:19])[CH3:18])[C:7]([C:9]3[CH:16]=[CH:15][CH:14]=[CH:13][C:10]=3[C:11]#[N:12])=[N:8][C:4]=2[CH:3]=1.[OH-:23].[NH4+].OO. The catalyst is CO. The product is [Br:1][C:2]1[CH:22]=[CH:21][C:5]2[N:6]([C:17]([CH3:18])([CH3:19])[CH3:20])[C:7]([C:9]3[CH:16]=[CH:15][CH:14]=[CH:13][C:10]=3[C:11]([NH2:12])=[O:23])=[N:8][C:4]=2[CH:3]=1. The yield is 0.840. (3) The reactants are [NH3:1].CS([C:6]1[N:11]=[C:10]([C:12]2[CH:13]=[C:14]3[CH:30]=[N:29][NH:28][C:15]3=[N:16][C:17]=2[C:18]2[CH:23]=[CH:22][CH:21]=[C:20]([C:24]([F:27])([F:26])[F:25])[CH:19]=2)[CH:9]=[CH:8][N:7]=1)(=O)=O. The catalyst is C1COCC1. The product is [NH2:1][C:6]1[N:11]=[C:10]([C:12]2[CH:13]=[C:14]3[CH:30]=[N:29][NH:28][C:15]3=[N:16][C:17]=2[C:18]2[CH:23]=[CH:22][CH:21]=[C:20]([C:24]([F:27])([F:26])[F:25])[CH:19]=2)[CH:9]=[CH:8][N:7]=1. The yield is 0.0900.